From a dataset of Merck oncology drug combination screen with 23,052 pairs across 39 cell lines. Regression. Given two drug SMILES strings and cell line genomic features, predict the synergy score measuring deviation from expected non-interaction effect. (1) Drug 1: O=c1[nH]cc(F)c(=O)[nH]1. Drug 2: C#Cc1cccc(Nc2ncnc3cc(OCCOC)c(OCCOC)cc23)c1. Cell line: ZR751. Synergy scores: synergy=22.8. (2) Drug 1: CN(Cc1cnc2nc(N)nc(N)c2n1)c1ccc(C(=O)NC(CCC(=O)O)C(=O)O)cc1. Drug 2: CCN(CC)CCNC(=O)c1c(C)[nH]c(C=C2C(=O)Nc3ccc(F)cc32)c1C. Cell line: RPMI7951. Synergy scores: synergy=-10.9. (3) Drug 1: CC(=O)OC1C(=O)C2(C)C(O)CC3OCC3(OC(C)=O)C2C(OC(=O)c2ccccc2)C2(O)CC(OC(=O)C(O)C(NC(=O)c3ccccc3)c3ccccc3)C(C)=C1C2(C)C. Drug 2: CCc1cnn2c(NCc3ccc[n+]([O-])c3)cc(N3CCCCC3CCO)nc12. Cell line: A2780. Synergy scores: synergy=-10.9. (4) Cell line: OCUBM. Drug 2: CCc1cnn2c(NCc3ccc[n+]([O-])c3)cc(N3CCCCC3CCO)nc12. Drug 1: COc1cccc2c1C(=O)c1c(O)c3c(c(O)c1C2=O)CC(O)(C(=O)CO)CC3OC1CC(N)C(O)C(C)O1. Synergy scores: synergy=0.408. (5) Drug 1: O=P1(N(CCCl)CCCl)NCCCO1. Drug 2: Cn1c(=O)n(-c2ccc(C(C)(C)C#N)cc2)c2c3cc(-c4cnc5ccccc5c4)ccc3ncc21. Cell line: OVCAR3. Synergy scores: synergy=9.70.